Dataset: Peptide-MHC class I binding affinity with 185,985 pairs from IEDB/IMGT. Task: Regression. Given a peptide amino acid sequence and an MHC pseudo amino acid sequence, predict their binding affinity value. This is MHC class I binding data. The MHC is Mamu-A01 with pseudo-sequence Mamu-A01. The peptide sequence is LVPLVQRF. The binding affinity (normalized) is 0.618.